Dataset: NCI-60 drug combinations with 297,098 pairs across 59 cell lines. Task: Regression. Given two drug SMILES strings and cell line genomic features, predict the synergy score measuring deviation from expected non-interaction effect. (1) Drug 1: CCCCCOC(=O)NC1=NC(=O)N(C=C1F)C2C(C(C(O2)C)O)O. Drug 2: CCC1=C2CN3C(=CC4=C(C3=O)COC(=O)C4(CC)O)C2=NC5=C1C=C(C=C5)O. Cell line: M14. Synergy scores: CSS=15.9, Synergy_ZIP=0.763, Synergy_Bliss=0.788, Synergy_Loewe=-33.3, Synergy_HSA=0.691. (2) Drug 1: C1=NC2=C(N1)C(=S)N=CN2. Drug 2: CCC1(C2=C(COC1=O)C(=O)N3CC4=CC5=C(C=CC(=C5CN(C)C)O)N=C4C3=C2)O.Cl. Cell line: A549. Synergy scores: CSS=40.3, Synergy_ZIP=-12.0, Synergy_Bliss=-4.44, Synergy_Loewe=-3.07, Synergy_HSA=0.0401. (3) Drug 1: C1CCC(C(C1)N)N.C(=O)(C(=O)[O-])[O-].[Pt+4]. Drug 2: CC1C(C(CC(O1)OC2CC(CC3=C2C(=C4C(=C3O)C(=O)C5=CC=CC=C5C4=O)O)(C(=O)C)O)N)O. Cell line: SF-268. Synergy scores: CSS=46.2, Synergy_ZIP=0.357, Synergy_Bliss=2.45, Synergy_Loewe=3.28, Synergy_HSA=4.45. (4) Drug 1: CC1=CC2C(CCC3(C2CCC3(C(=O)C)OC(=O)C)C)C4(C1=CC(=O)CC4)C. Drug 2: CC1C(C(CC(O1)OC2CC(CC3=C2C(=C4C(=C3O)C(=O)C5=CC=CC=C5C4=O)O)(C(=O)C)O)N)O. Cell line: SN12C. Synergy scores: CSS=47.0, Synergy_ZIP=1.32, Synergy_Bliss=2.33, Synergy_Loewe=2.74, Synergy_HSA=4.80. (5) Drug 2: C1CCC(C1)C(CC#N)N2C=C(C=N2)C3=C4C=CNC4=NC=N3. Cell line: T-47D. Synergy scores: CSS=-0.738, Synergy_ZIP=5.54, Synergy_Bliss=8.16, Synergy_Loewe=3.25, Synergy_HSA=2.80. Drug 1: CC(C1=C(C=CC(=C1Cl)F)Cl)OC2=C(N=CC(=C2)C3=CN(N=C3)C4CCNCC4)N.